Dataset: Reaction yield outcomes from USPTO patents with 853,638 reactions. Task: Predict the reaction yield, written as a fraction of the theoretical maximum amount of product (1.0 means a 100% yield; for example, 0.34 means a 34% yield). The reactants are [C:1]1([C@H:7]2[CH2:11][NH:10][CH2:9][C@@H:8]2[CH2:12][OH:13])[CH:6]=[CH:5][CH:4]=[CH:3][CH:2]=1.C(N(CC)CC)C.[C:21](O[C:21]([O:23][C:24]([CH3:27])([CH3:26])[CH3:25])=[O:22])([O:23][C:24]([CH3:27])([CH3:26])[CH3:25])=[O:22]. The catalyst is C1COCC1. The product is [C:24]([O:23][C:21]([N:10]1[CH2:11][C@H:7]([C:1]2[CH:2]=[CH:3][CH:4]=[CH:5][CH:6]=2)[C@@H:8]([CH2:12][OH:13])[CH2:9]1)=[O:22])([CH3:27])([CH3:26])[CH3:25]. The yield is 0.700.